From a dataset of Reaction yield outcomes from USPTO patents with 853,638 reactions. Predict the reaction yield, written as a fraction of the theoretical maximum amount of product (1.0 means a 100% yield; for example, 0.34 means a 34% yield). The reactants are [N:1]([CH2:4][C:5]1[C:6]([N:11]2[CH2:16][CH2:15][O:14][CH2:13][CH2:12]2)=[N:7][CH:8]=[CH:9][CH:10]=1)=[N+]=[N-]. The catalyst is CO.[Pd]. The product is [N:11]1([C:6]2[C:5]([CH2:4][NH2:1])=[CH:10][CH:9]=[CH:8][N:7]=2)[CH2:12][CH2:13][O:14][CH2:15][CH2:16]1. The yield is 0.780.